From a dataset of Human Reference Interactome with 51,813 positive PPI pairs across 8,248 proteins, plus equal number of experimentally-validated negative pairs. Binary Classification. Given two protein amino acid sequences, predict whether they physically interact or not. (1) Protein 1 (ENSG00000143434) has sequence MPRAPHFMPLLLLLLLLSLPHTQAAFPQDPLPLLISDLQGTSPLSWFRGLEDDAVAAELGLDFQRFLTLNRTLLVAARDHVFSFDLQAEEEGEGLVPNKYLTWRSQDVENCAVRGKLTDECYNYIRVLVPWDSQTLLACGTNSFSPVCRSYGITSLQQEGEELSGQARCPFDATQSNVAIFAEGSLYSATAADFQASDAVVYRSLGPQPPLRSAKYDSKWLREPHFVQALEHGDHVYFFFREVSVEDARLGRVQFSRVARVCKRDMGGSPRALDRHWTSFLKLRLNCSVPGDSTFYFDVL.... Protein 2 (ENSG00000151846) has sequence MNPSTPSYPTASLYVGDLHPDVTEAMLYEKFSPAGPILSIRICRDLITSGSSNYAYVNFQHTKDAEHALDTMNFDVIKGKPVRIMWSQRDPSLRKSGVGNIFVKNLDKSINNKALYDTVSAFGNILSCNVVCDENGSKGYGFVHFETHEAAERAIKKMNGMLLNGRKVFVGQFKSRKEREAELGARAKEFPNVYIKNFGEDMDDERLKDLFGKFGPALSVKVMTDESGKSKGFGFVSFERHEDAQKAVDEMNGKELNGKQIYVGRAQKKVERQTELKRTFEQMKQDRITRYQVVNLYVKN.... Result: 0 (the proteins do not interact). (2) Protein 1 (ENSG00000254445) has sequence MSGRSVPHAHPATAEYEFANPSRLGEQRFGEGLLPEEILTPTLYHGYYVRPRAAPAGEGSRAGASELRLSEGKFQAFLDVSHFTPDEVTVRTVDNLLEVSARHPQRLDRHGFVSREFCRTYVLPADVDPWRVRAALSHDGILNLEAPRGGRHLDTEVNEVYISLLPAPPDPEEEEEAAIVEP*MSGRSVPHAHPATAEYEFANPSRLGEQRFGEGFFLLKLEAQVHGFIKRRFKS*. Protein 2 (ENSG00000205777) has sequence MSWRGRSTYYWPRPRRYVQPPEMIGPMRPEQFSDEVEPATPEEGEPATQRQDPAAAQEGEDEGASAGQGPKPEADSQEQGHPQTGCECEDGPDGQEMDPPNPEEVKTPEEEMRSHYVAQTGILWLLMNNCFLNLSPRKP*MSWRGRSTYYWPRPRRYVQPPEMIGPMRPEQFSDEVEPATPEEGEPATQRQDPAAAQEGEDEGASAGQGPKPEADSQEQGHPQTGCECEDGPDGQEMDPPNPEEVKTPEEGEGQSQC*. Result: 0 (the proteins do not interact). (3) Protein 1 (ENSG00000206047) has sequence MRTLAILAAILLVALQAQAEPLQARADEVAAAPEQIAADIPEVVVSLAWDESLAPKHPGSRKNMACYCRIPACIAGERRYGTCIYQGRLWAFCC*. Protein 2 (ENSG00000188038) has sequence MMRCCRRRCCCRQPPHALRPLLLLPLVLLPPLAAAAAGPNRCDTIYQGFAECLIRLGDSMGRGGELETICRSWNDFHACASQVLSGCPEEAAAVWESLQQEARQAPRPNNLHTLCGAPVHVRERGTGSETNQETLRATAPALPMAPAPPLLAAALALAYLLRPLA*MTSMPVPLRSCQAVRRRQLQCGNHYSKKLARPPVRITCTLCAVPRCMFGSAAQAPKPTRRRCGLQRLHSPWPLRPHCWRLLWLWPTS*XRCCRRRCCCRQPPHALRPLLLLPLVLLPPLAAAAAGPNRCDTIYQ.... Result: 0 (the proteins do not interact). (4) Protein 2 (ENSG00000126062) has sequence MQRALPGARQHLGAILASASVVVKALCAAVLFLYLLSFAVDTGCLAVTPGYLFPPNFWIWTLATHGLMEQHVWDVAISLTTVVVAGRLLEPLWGALELLIFFSVVNVSVGLLGAFAYLLTYMASFNLVYLFTVRIHGALGFLGGVLVALKQTMGDCVVLRVPQVRVSVMPMLLLALLLLLRLATLLQSPALASYGFGLLSSWVYLRFYQRHSRGRGDMADHFAFATFFPEILQPVVGLLANLVHSLLVKVKICQKTVKRYDVGAPSSITISLPGTDPQDAERRRQLALKALNERLKRVED.... Protein 1 (ENSG00000186951) has sequence MVDTESPLCPLSPLEAGDLESPLSEEFLQEMGNIQEISQSIGEDSSGSFGFTEYQYLGSCPGSDGSVITDTLSPASSPSSVTYPVVPGSVDESPSGALNIECRICGDKASGYHYGVHACEGCKGFFRRTIRLKLVYDKCDRSCKIQKKNRNKCQYCRFHKCLSVGMSHNAIRFGRMPRSEKAKLKAEILTCEHDIEDSETADLKSLAKRIYEAYLKNFNMNKVKARVILSGKASNNPPFVIHDMETLCMAEKTLVAKLVANGIQNKEAEVRIFHCCQCTSVETVTELTEFAKAIPGFANL.... Result: 0 (the proteins do not interact).